From a dataset of Catalyst prediction with 721,799 reactions and 888 catalyst types from USPTO. Predict which catalyst facilitates the given reaction. (1) Reactant: CS(O[CH2:6][C:7]1[CH:12]=[CH:11][C:10]([N+:13]([O-:15])=[O:14])=[C:9]([N+:16]([O-:18])=[O:17])[CH:8]=1)(=O)=O.C(N(CC)CC)C.[N:26]1([CH:32]2[CH2:37][CH2:36][NH:35][CH2:34][CH2:33]2)[CH2:31][CH2:30][CH2:29][CH2:28][CH2:27]1. Product: [N+:16]([C:9]1[CH:8]=[C:7]([CH:12]=[CH:11][C:10]=1[N+:13]([O-:15])=[O:14])[CH2:6][N:35]1[CH2:36][CH2:37][CH:32]([N:26]2[CH2:31][CH2:30][CH2:29][CH2:28][CH2:27]2)[CH2:33][CH2:34]1)([O-:18])=[O:17]. The catalyst class is: 2. (2) Reactant: [CH3:1][C:2]1[CH:13]=[CH:12][CH:11]=[C:10]([CH3:14])[C:3]=1[C:4]([O:6][CH:7]([CH3:9])[CH3:8])=[O:5].[Cl:15]N1C(=O)CCC1=O. Product: [Cl:15][CH2:1][C:2]1[CH:13]=[CH:12][CH:11]=[C:10]([CH3:14])[C:3]=1[C:4]([O:6][CH:7]([CH3:9])[CH3:8])=[O:5]. The catalyst class is: 855.